Predict the reactants needed to synthesize the given product. From a dataset of Full USPTO retrosynthesis dataset with 1.9M reactions from patents (1976-2016). (1) Given the product [CH3:8][C@H:7]1[CH2:9][C@@H:10]([OH:11])[C@H:4]([C:2]([CH3:3])=[CH2:1])[CH2:5][CH2:6]1, predict the reactants needed to synthesize it. The reactants are: [CH3:1][C:2](=[CH:4][CH2:5][CH2:6][CH:7]([CH2:9][CH:10]=[O:11])[CH3:8])[CH3:3]. (2) The reactants are: [CH3:1][O:2][C:3]1[CH:4]=[C:5]([NH:15][C:16]2[N:31]=[C:19]3[C:20]([C:25]4[CH2:26][CH2:27][NH:28][CH2:29][CH:30]=4)=[CH:21][C:22]([CH3:24])=[CH:23][N:18]3[N:17]=2)[CH:6]=[CH:7][C:8]=1[N:9]1[CH:13]=[C:12]([CH3:14])[N:11]=[CH:10]1.Br[CH2:33][C:34]#[N:35].C(=O)([O-])[O-].[K+].[K+].O. Given the product [CH3:1][O:2][C:3]1[CH:4]=[C:5]([NH:15][C:16]2[N:31]=[C:19]3[C:20]([C:25]4[CH2:26][CH2:27][N:28]([CH2:33][C:34]#[N:35])[CH2:29][CH:30]=4)=[CH:21][C:22]([CH3:24])=[CH:23][N:18]3[N:17]=2)[CH:6]=[CH:7][C:8]=1[N:9]1[CH:13]=[C:12]([CH3:14])[N:11]=[CH:10]1, predict the reactants needed to synthesize it. (3) Given the product [CH2:1]([N:3]1[C:7]2=[N:8][CH:9]=[N:10][C:11]([NH2:12])=[C:6]2[C:5]([N:13]([CH3:20])[C:14]2[CH:19]=[CH:18][CH:17]=[CH:16][CH:15]=2)=[N:4]1)[CH3:2], predict the reactants needed to synthesize it. The reactants are: [CH2:1]([N:3]1[C:7]2=[N:8][CH:9]=[N:10][C:11]([NH2:12])=[C:6]2[C:5]([NH:13][C:14]2[CH:19]=[CH:18][CH:17]=[CH:16][CH:15]=2)=[N:4]1)[CH3:2].[C:20](=O)([O-])[O-].[K+].[K+].CI.